Task: Predict which catalyst facilitates the given reaction.. Dataset: Catalyst prediction with 721,799 reactions and 888 catalyst types from USPTO (1) Reactant: [C:1](C1SC=CN=1)([O:3][C:4]([CH3:7])([CH3:6])[CH3:5])=[O:2].[NH:13]1C=CC=C1.[CH2:18]([O:20][C:21]([C:23]1[N:24]=[C:25]([NH:28][C:29]([C:31]2[N:32]([CH3:44])[CH:33]=[C:34]([NH:36][C:37]([O:39]C(C)(C)C)=O)[CH:35]=2)=[O:30])[S:26][CH:27]=1)=[O:22])[CH3:19].Cl.[S:46]1[CH:50]=[CH:49][N:48]=[CH:47]1. Product: [CH2:18]([O:20][C:21]([C:23]1[N:24]=[C:25]([NH:28][C:29]([C:31]2[N:32]([CH3:44])[CH:33]=[C:34]([NH:36][C:37]([C:49]3[N:48]=[C:47]([NH:13][C:1]([O:3][C:4]([CH3:7])([CH3:6])[CH3:5])=[O:2])[S:46][CH:50]=3)=[O:39])[CH:35]=2)=[O:30])[S:26][CH:27]=1)=[O:22])[CH3:19]. The catalyst class is: 887. (2) Reactant: [N+:1]([C:4]1[CH:5]=[C:6]([OH:10])[CH:7]=[CH:8][CH:9]=1)([O-:3])=[O:2].Br[CH2:12][CH2:13][CH2:14][Cl:15].C([O-])([O-])=O.[K+].[K+]. Product: [N+:1]([C:4]1[CH:5]=[C:6]([CH:7]=[CH:8][CH:9]=1)[O:10][CH2:12][CH2:13][CH2:14][Cl:15])([O-:3])=[O:2]. The catalyst class is: 144. (3) Reactant: [Si:1]([O:8][CH2:9][C:10]1[C:15]([O:16][CH3:17])=[CH:14][CH:13]=[C:12]([C:18]#[CH:19])[N:11]=1)([C:4]([CH3:7])([CH3:6])[CH3:5])([CH3:3])[CH3:2].[N+:20]([CH2:23][CH3:24])([O-])=[O:21].C1(N=C=O)C=CC(N=C=O)=CC=1.C(N(CC)CC)C. Product: [Si:1]([O:8][CH2:9][C:10]1[C:15]([O:16][CH3:17])=[CH:14][CH:13]=[C:12]([C:18]2[O:21][N:20]=[C:23]([CH3:24])[CH:19]=2)[N:11]=1)([C:4]([CH3:7])([CH3:6])[CH3:5])([CH3:3])[CH3:2]. The catalyst class is: 93. (4) Reactant: [ClH:1].[Cl:2][C:3]1[CH:11]=[C:10]([O:12][CH:13]2[CH2:18][CH2:17][N:16]([CH:19]3[CH2:22][CH2:21][CH2:20]3)[CH2:15][CH2:14]2)[CH:9]=[CH:8][C:4]=1[C:5](O)=[O:6]. Product: [ClH:2].[Cl:2][C:3]1[CH:11]=[C:10]([O:12][CH:13]2[CH2:18][CH2:17][N:16]([CH:19]3[CH2:22][CH2:21][CH2:20]3)[CH2:15][CH2:14]2)[CH:9]=[CH:8][C:4]=1[C:5]([Cl:1])=[O:6]. The catalyst class is: 309. (5) Reactant: [N:1]1([CH2:7][C:8]([NH:10][C:11]2[CH:16]=[C:15]([N+:17]([O-])=O)[CH:14]=[CH:13][C:12]=2[O:20][C:21]([F:24])([F:23])[F:22])=[O:9])[CH2:6][CH2:5][O:4][CH2:3][CH2:2]1. Product: [NH2:17][C:15]1[CH:14]=[CH:13][C:12]([O:20][C:21]([F:23])([F:24])[F:22])=[C:11]([NH:10][C:8](=[O:9])[CH2:7][N:1]2[CH2:2][CH2:3][O:4][CH2:5][CH2:6]2)[CH:16]=1. The catalyst class is: 78. (6) Reactant: [C:1]([O:5][C:6]([NH:8][CH2:9][CH2:10][C@H:11]([NH:15][C:16]([O:18][CH2:19][CH:20]1[C:32]2[CH:31]=[CH:30][CH:29]=[CH:28][C:27]=2[C:26]2[C:21]1=[CH:22][CH:23]=[CH:24][CH:25]=2)=[O:17])[C:12](O)=[O:13])=[O:7])([CH3:4])([CH3:3])[CH3:2].ClC(OCC(C)C)=O.CN1CCOCC1.[BH4-].[Na+]. Product: [C:1]([O:5][C:6](=[O:7])[NH:8][CH2:9][CH2:10][C@H:11]([NH:15][C:16]([O:18][CH2:19][CH:20]1[C:21]2[CH:22]=[CH:23][CH:24]=[CH:25][C:26]=2[C:27]2[C:32]1=[CH:31][CH:30]=[CH:29][CH:28]=2)=[O:17])[CH2:12][OH:13])([CH3:4])([CH3:2])[CH3:3]. The catalyst class is: 30. (7) Reactant: C[Li].[CH2:3]([N:10]1[CH2:19][CH2:18][C:17]2[C:12](=[CH:13][CH:14]=[CH:15][CH:16]=2)C1C(OCC)=O)[C:4]1[CH:9]=[CH:8][CH:7]=[CH:6][CH:5]=1.[C:25](=O)=O.[CH3:28][C:29]([CH3:31])=[O:30].O. Product: [CH2:3]([N:10]1[CH2:19][CH2:18][C:17]2[C:12](=[CH:13][CH:14]=[CH:15][CH:16]=2)[CH:28]1[C:29]([OH:30])([CH3:25])[CH3:31])[C:4]1[CH:9]=[CH:8][CH:7]=[CH:6][CH:5]=1. The catalyst class is: 385. (8) Reactant: [O:1]1[CH:5]=[CH:4][CH:3]=[C:2]1[C:6]1[N:14]=[C:13]([N+]([O-])=O)[N:12]=[C:11]2[C:7]=1[N:8]=[CH:9][N:10]2[CH2:18][C:19]1[CH:24]=[CH:23][C:22]([O:25][CH3:26])=[CH:21][CH:20]=1.[F-].[K+]. Product: [O:1]1[CH:5]=[CH:4][CH:3]=[C:2]1[C:6]1[N:14]=[C:13]([O:1][CH2:2][CH2:3][CH3:4])[N:12]=[C:11]2[C:7]=1[N:8]=[CH:9][N:10]2[CH2:18][C:19]1[CH:20]=[CH:21][C:22]([O:25][CH3:26])=[CH:23][CH:24]=1. The catalyst class is: 259. (9) Reactant: [Br:1][C:2]1[CH:7]=[CH:6][C:5]([C:8]2[N:12]([CH2:13][C@@H:14]3[CH2:18][CH2:17][N:16]([C:19]([CH:21]4[CH2:23][CH2:22]4)=[O:20])[CH2:15]3)[C:11]3[CH:24]=[C:25]([C:28](O)=[O:29])[CH:26]=[CH:27][C:10]=3[N:9]=2)=[CH:4][CH:3]=1.C1C=CC2N(O)N=NC=2C=1.C(Cl)CCl.[CH3:45][N:46]1[CH2:51][CH2:50][NH:49][CH2:48][CH2:47]1. Product: [Br:1][C:2]1[CH:3]=[CH:4][C:5]([C:8]2[N:12]([CH2:13][C@@H:14]3[CH2:18][CH2:17][N:16]([C:19]([CH:21]4[CH2:22][CH2:23]4)=[O:20])[CH2:15]3)[C:11]3[CH:24]=[C:25]([C:28]([N:49]4[CH2:50][CH2:51][N:46]([CH3:45])[CH2:47][CH2:48]4)=[O:29])[CH:26]=[CH:27][C:10]=3[N:9]=2)=[CH:6][CH:7]=1. The catalyst class is: 3.